From a dataset of Full USPTO retrosynthesis dataset with 1.9M reactions from patents (1976-2016). Predict the reactants needed to synthesize the given product. The reactants are: [OH:1][C:2]([C:4]([F:7])([F:6])[F:5])=[O:3].[F:8][CH:9]([F:37])[CH2:10][NH:11][C:12]1[N:13]=[C:14]2[CH2:36][CH2:35][NH:34][CH2:33][C:15]2=[N:16][C:17]=1[N:18]1[CH2:23][CH2:22][CH:21]([O:24][C:25]2[CH:30]=[CH:29][C:28]([F:31])=[CH:27][C:26]=2[F:32])[CH2:20][CH2:19]1.CCN(C(C)C)C(C)C.[CH3:47][S:48](Cl)(=[O:50])=[O:49]. Given the product [F:37][CH:9]([F:8])[CH2:10][NH:11][C:12]1[N:13]=[C:14]2[CH2:36][CH2:35][N:34]([S:48]([CH3:47])(=[O:50])=[O:49])[CH2:33][C:15]2=[N:16][C:17]=1[N:18]1[CH2:19][CH2:20][CH:21]([O:24][C:25]2[CH:30]=[CH:29][C:28]([F:31])=[CH:27][C:26]=2[F:32])[CH2:22][CH2:23]1.[C:2]([OH:3])([C:4]([F:7])([F:6])[F:5])=[O:1], predict the reactants needed to synthesize it.